This data is from Forward reaction prediction with 1.9M reactions from USPTO patents (1976-2016). The task is: Predict the product of the given reaction. (1) Given the reactants C(OC([NH:8][CH2:9][CH2:10][CH2:11][CH2:12][C:13]([O:15][CH2:16][C@@H:17]([O:51][C:52](=[O:65])[CH2:53][CH2:54][CH2:55][CH2:56][NH:57]C(OC(C)(C)C)=O)[CH2:18][O:19][C:20]1[CH:25]=[CH:24][C:23]([C:26]2[C:31]([C:32]#[N:33])=[C:30]([S:34][CH2:35][C:36]3[N:37]=[C:38]([C:41]4[CH:46]=[CH:45][C:44]([Cl:47])=[CH:43][CH:42]=4)[O:39][CH:40]=3)[N:29]=[C:28]([NH2:48])[C:27]=2[C:49]#[N:50])=[CH:22][CH:21]=1)=[O:14])=O)(C)(C)C.[ClH:66].C(OCC)C, predict the reaction product. The product is: [ClH:47].[ClH:66].[NH2:8][CH2:9][CH2:10][CH2:11][CH2:12][C:13]([O:15][CH2:16][C@@H:17]([O:51][C:52](=[O:65])[CH2:53][CH2:54][CH2:55][CH2:56][NH2:57])[CH2:18][O:19][C:20]1[CH:25]=[CH:24][C:23]([C:26]2[C:31]([C:32]#[N:33])=[C:30]([S:34][CH2:35][C:36]3[N:37]=[C:38]([C:41]4[CH:42]=[CH:43][C:44]([Cl:47])=[CH:45][CH:46]=4)[O:39][CH:40]=3)[N:29]=[C:28]([NH2:48])[C:27]=2[C:49]#[N:50])=[CH:22][CH:21]=1)=[O:14]. (2) Given the reactants [NH2:1][C:2]1[S:3][C:4]([C:12]2[CH:17]=[CH:16][CH:15]=[CH:14][CH:13]=2)=[CH:5][C:6]=1[C:7]([O:9][CH2:10][CH3:11])=[O:8].[C:18]1(=O)[CH2:21][CH2:20][CH2:19]1, predict the reaction product. The product is: [CH:18]1([NH:1][C:2]2[S:3][C:4]([C:12]3[CH:17]=[CH:16][CH:15]=[CH:14][CH:13]=3)=[CH:5][C:6]=2[C:7]([O:9][CH2:10][CH3:11])=[O:8])[CH2:21][CH2:20][CH2:19]1. (3) Given the reactants [F:1][C:2]1[C:7]([O:8][CH3:9])=[CH:6][C:5]([O:10][CH3:11])=[C:4]([F:12])[C:3]=1[N:13]1[CH2:18][C:17]2[CH:19]=[N:20][C:21]3[NH:25][CH:24]=[CH:23][C:22]=3[C:16]=2[N:15]([CH3:26])[C:14]1=[O:27].CN(C)C=O.[OH-].[K+].[I:35]I.[C:37]([O:41][C:42]([O:44]C(OC(C)(C)C)=O)=O)([CH3:40])([CH3:39])[CH3:38], predict the reaction product. The product is: [F:12][C:4]1[C:5]([O:10][CH3:11])=[CH:6][C:7]([O:8][CH3:9])=[C:2]([F:1])[C:3]=1[N:13]1[CH2:18][C:17]2[CH:19]=[N:20][C:21]3[N:25]([C:42]([O:41][C:37]([CH3:40])([CH3:39])[CH3:38])=[O:44])[CH:24]=[C:23]([I:35])[C:22]=3[C:16]=2[N:15]([CH3:26])[C:14]1=[O:27]. (4) Given the reactants Br[C:2]1[CH:10]=[C:9]2[C:5]([CH:6]=[N:7][N:8]2[CH3:11])=[CH:4][C:3]=1[O:12][C:13]1[CH:18]=[CH:17][C:16]([N+:19]([O-:21])=[O:20])=[CH:15][C:14]=1[F:22].C1(P(C2C=CC=CC=2)C2C3OC4C(=CC=CC=4P(C4C=CC=CC=4)C4C=CC=CC=4)C(C)(C)C=3C=CC=2)C=CC=CC=1.C1(C)C=CC=CC=1.[C:72](=[NH:85])([C:79]1[CH:84]=[CH:83][CH:82]=[CH:81][CH:80]=1)[C:73]1[CH:78]=[CH:77][CH:76]=[CH:75][CH:74]=1.CC(C)([O-])C.[Na+], predict the reaction product. The product is: [C:79]1([C:72]([C:73]2[CH:74]=[CH:75][CH:76]=[CH:77][CH:78]=2)=[N:85][C:2]2[CH:10]=[C:9]3[C:5]([CH:6]=[N:7][N:8]3[CH3:11])=[CH:4][C:3]=2[O:12][C:13]2[CH:18]=[CH:17][C:16]([N+:19]([O-:21])=[O:20])=[CH:15][C:14]=2[F:22])[CH:80]=[CH:81][CH:82]=[CH:83][CH:84]=1. (5) Given the reactants [F:1][C:2]1[CH:3]=[C:4]2[C:9](=[CH:10][C:11]=1[F:12])[C:8]([CH3:14])([CH3:13])[C:7](=[O:15])[C:6]([C:16]([NH:18][CH2:19][C:20]([O:22]C(C)(C)C)=[O:21])=[O:17])=[C:5]2[OH:27], predict the reaction product. The product is: [F:1][C:2]1[CH:3]=[C:4]2[C:9](=[CH:10][C:11]=1[F:12])[C:8]([CH3:14])([CH3:13])[C:7](=[O:15])[C:6]([C:16]([NH:18][CH2:19][C:20]([OH:22])=[O:21])=[O:17])=[C:5]2[OH:27]. (6) Given the reactants [Cl:1][C:2]1[C:7]([S:8]([CH3:11])(=[O:10])=[O:9])=[CH:6][C:5]([C:12]2[N:13]([C:33](Cl)=[O:34])[C@@:14]([C:26]3[CH:31]=[CH:30][C:29]([Cl:32])=[CH:28][CH:27]=3)([CH3:25])[C@@:15]([C:18]3[CH:23]=[CH:22][C:21]([Cl:24])=[CH:20][CH:19]=3)([CH3:17])[N:16]=2)=[C:4]([O:36][CH2:37][CH3:38])[CH:3]=1.[O:39]=[S:40]1(=[O:51])[CH2:44][CH2:43][CH:42]([N:45]2[CH2:50][CH2:49][NH:48][CH2:47][CH2:46]2)[CH2:41]1, predict the reaction product. The product is: [Cl:1][C:2]1[C:7]([S:8]([CH3:11])(=[O:10])=[O:9])=[CH:6][C:5]([C:12]2[N:13]([C:33]([N:48]3[CH2:49][CH2:50][N:45]([CH:42]4[CH2:43][CH2:44][S:40](=[O:51])(=[O:39])[CH2:41]4)[CH2:46][CH2:47]3)=[O:34])[C@@:14]([C:26]3[CH:27]=[CH:28][C:29]([Cl:32])=[CH:30][CH:31]=3)([CH3:25])[C@@:15]([C:18]3[CH:19]=[CH:20][C:21]([Cl:24])=[CH:22][CH:23]=3)([CH3:17])[N:16]=2)=[C:4]([O:36][CH2:37][CH3:38])[CH:3]=1.